From a dataset of Forward reaction prediction with 1.9M reactions from USPTO patents (1976-2016). Predict the product of the given reaction. (1) Given the reactants [C:1]([C:4]1[C:12]2[O:11][C:10]([C:13]3[CH:32]=[CH:31][C:16]([CH2:17][CH2:18][N:19](C)[C:20](=O)OCC4C=CC=CC=4)=[CH:15][CH:14]=3)=[N:9][C:8]=2[CH:7]=[CH:6][CH:5]=1)(=[O:3])[NH2:2].[H][H], predict the reaction product. The product is: [CH3:20][NH:19][CH2:18][CH2:17][C:16]1[CH:31]=[CH:32][C:13]([C:10]2[O:11][C:12]3[C:4]([C:1]([NH2:2])=[O:3])=[CH:5][CH:6]=[CH:7][C:8]=3[N:9]=2)=[CH:14][CH:15]=1. (2) The product is: [F:1][C:2]1[CH:7]=[C:6]([F:8])[CH:5]=[CH:4][C:3]=1[C:9]1[N:18]=[C:17]([C:19]([N:28]2[CH2:27][CH2:26][C:25]3[C:30](=[CH:31][CH:32]=[C:33]([O:34][CH3:35])[C:24]=3[OH:23])[CH2:29]2)=[O:21])[C:16]2[C:11](=[CH:12][CH:13]=[CH:14][CH:15]=2)[N:10]=1. Given the reactants [F:1][C:2]1[CH:7]=[C:6]([F:8])[CH:5]=[CH:4][C:3]=1[C:9]1[N:18]=[C:17]([C:19]([OH:21])=O)[C:16]2[C:11](=[CH:12][CH:13]=[CH:14][CH:15]=2)[N:10]=1.Cl.[OH:23][C:24]1[C:33]([O:34][CH3:35])=[CH:32][CH:31]=[C:30]2[C:25]=1[CH2:26][CH2:27][NH:28][CH2:29]2, predict the reaction product.